From a dataset of Peptide-MHC class I binding affinity with 185,985 pairs from IEDB/IMGT. Regression. Given a peptide amino acid sequence and an MHC pseudo amino acid sequence, predict their binding affinity value. This is MHC class I binding data. (1) The peptide sequence is NYFNRMFHF. The MHC is HLA-A01:01 with pseudo-sequence HLA-A01:01. The binding affinity (normalized) is 0.0847. (2) The peptide sequence is WEQWWTDYWQV. The MHC is H-2-Kk with pseudo-sequence H-2-Kk. The binding affinity (normalized) is 0.496. (3) The peptide sequence is QYSQPQQPI. The MHC is HLA-A30:02 with pseudo-sequence HLA-A30:02. The binding affinity (normalized) is 0.581.